Dataset: Full USPTO retrosynthesis dataset with 1.9M reactions from patents (1976-2016). Task: Predict the reactants needed to synthesize the given product. (1) Given the product [Cl:1][C:2]1[N:7]2[N:8]=[C:9]([C:13]3[CH:18]=[CH:17][C:16]([F:19])=[CH:15][CH:14]=3)[C:10]([CH:11]([OH:12])[C:20]#[C:21][CH3:22])=[C:6]2[CH:5]=[CH:4][CH:3]=1, predict the reactants needed to synthesize it. The reactants are: [Cl:1][C:2]1[N:7]2[N:8]=[C:9]([C:13]3[CH:18]=[CH:17][C:16]([F:19])=[CH:15][CH:14]=3)[C:10]([CH:11]=[O:12])=[C:6]2[CH:5]=[CH:4][CH:3]=1.[C:20]([Mg]Br)#[C:21][CH3:22].C(=O)(O)[O-].[Na+]. (2) Given the product [CH2:1]([O:3][CH2:4][C:5]1([CH2:36][O:37][CH2:38][CH3:39])[CH2:10][CH2:9][CH:8]([C:11]2[C:15]([CH2:16][N:17]([CH3:29])[CH2:18][CH2:19][N:20]([CH3:28])[C:21](=[O:27])[O:22][C:23]([CH3:25])([CH3:26])[CH3:24])=[CH:14][N:13]([CH:30]3[CH2:35][CH2:34][CH2:33][CH2:32][O:31]3)[N:12]=2)[CH2:7][CH2:6]1)[CH3:2], predict the reactants needed to synthesize it. The reactants are: [CH2:1]([O:3][CH2:4][C:5]1([CH2:36][O:37][CH2:38][CH3:39])[CH2:10][CH2:9][C:8]([C:11]2[C:15]([CH2:16][N:17]([CH3:29])[CH2:18][CH2:19][N:20]([CH3:28])[C:21](=[O:27])[O:22][C:23]([CH3:26])([CH3:25])[CH3:24])=[CH:14][N:13]([CH:30]3[CH2:35][CH2:34][CH2:33][CH2:32][O:31]3)[N:12]=2)=[CH:7][CH2:6]1)[CH3:2].[H][H]. (3) Given the product [CH3:19][O:20][C:2]1[S:13][C:12]2[N:11]=[C:10]([CH3:14])[C:9]3[N:5]([C:6]([CH2:16][CH2:17][CH3:18])=[N:7][C:8]=3[CH3:15])[C:4]=2[N:3]=1, predict the reactants needed to synthesize it. The reactants are: Br[C:2]1[S:13][C:12]2[N:11]=[C:10]([CH3:14])[C:9]3[N:5]([C:6]([CH2:16][CH2:17][CH3:18])=[N:7][C:8]=3[CH3:15])[C:4]=2[N:3]=1.[CH3:19][O-:20].[Na+]. (4) The reactants are: [NH2:1][CH2:2][C:3](=[C:5]1[CH2:10][CH2:9][N:8]([C:11]2[C:20]([O:21][CH2:22]F)=[C:19]3[C:14]([C:15](=[O:30])[C:16]([C:27]([OH:29])=[O:28])=[CH:17][N:18]3[CH:24]3[CH2:26][CH2:25]3)=[CH:13][C:12]=2[F:31])[CH2:7][CH2:6]1)[Cl:4].FB(O[C:36](C1C(=O)C2C(=C(OC)C(F)=C(F)C=2C)N(C2CC2)C=1)=O)F. Given the product [NH2:1][CH2:2][C:3](=[C:5]1[CH2:10][CH2:9][N:8]([C:11]2[C:20]([O:21][CH3:22])=[C:19]3[C:14]([C:15](=[O:30])[C:16]([C:27]([OH:29])=[O:28])=[CH:17][N:18]3[CH:24]3[CH2:25][CH2:26]3)=[C:13]([CH3:36])[C:12]=2[F:31])[CH2:7][CH2:6]1)[Cl:4], predict the reactants needed to synthesize it. (5) Given the product [Cl:16][C:17]1[N:22]=[CH:21][C:20]([O:23][C:2]2[C:11]3[C:6](=[CH:7][C:8]([O:14][CH3:15])=[C:9]([O:12][CH3:13])[CH:10]=3)[N:5]=[CH:4][CH:3]=2)=[CH:19][CH:18]=1, predict the reactants needed to synthesize it. The reactants are: Cl[C:2]1[C:11]2[C:6](=[CH:7][C:8]([O:14][CH3:15])=[C:9]([O:12][CH3:13])[CH:10]=2)[N:5]=[CH:4][CH:3]=1.[Cl:16][C:17]1[N:22]=[CH:21][C:20]([OH:23])=[CH:19][CH:18]=1.C(N(CC)CC)C.O. (6) Given the product [OH:35][C:25]1[C:24]([NH:23][C:18]2[C:17](=[O:16])[C:20](=[O:21])[C:19]=2[NH:13][C@@H:7]([C:5]2[O:6][C:2]([CH3:1])=[CH:3][CH:4]=2)[C:8]2([CH3:12])[CH2:9][O:10][CH2:11]2)=[CH:34][CH:33]=[CH:32][C:26]=1[C:27]([N:29]([CH3:31])[CH3:30])=[O:28], predict the reactants needed to synthesize it. The reactants are: [CH3:1][C:2]1[O:6][C:5]([C@H:7]([NH2:13])[C:8]2([CH3:12])[CH2:11][O:10][CH2:9]2)=[CH:4][CH:3]=1.C([O:16][C:17]1[C:20](=[O:21])[C:19](=O)[C:18]=1[NH:23][C:24]1[C:25]([OH:35])=[C:26]([CH:32]=[CH:33][CH:34]=1)[C:27]([N:29]([CH3:31])[CH3:30])=[O:28])C.